This data is from Forward reaction prediction with 1.9M reactions from USPTO patents (1976-2016). The task is: Predict the product of the given reaction. (1) Given the reactants Cl[C:2]1[CH:15]=[CH:14][CH:13]=[CH:12][C:3]=1[C:4]([C:6]1[CH:11]=[CH:10][CH:9]=[CH:8][CH:7]=1)=O.C[S:17](C)=O.S([Li])[Li], predict the reaction product. The product is: [C:4]([C:6]1[CH:11]=[CH:10][CH:9]=[CH:8][CH:7]=1)(=[S:17])[C:3]1[CH:12]=[CH:13][CH:14]=[CH:15][CH:2]=1. (2) Given the reactants [S:1]1[C:5]2[CH:6]=[C:7]([C:10]3[CH:11]=[C:12]([OH:17])[C:13]([Cl:16])=[N:14][CH:15]=3)[CH:8]=[CH:9][C:4]=2[N:3]=[CH:2]1.[C:18](OC(=O)C)(=[O:20])[CH3:19], predict the reaction product. The product is: [C:18]([O:17][C:12]1[C:13]([Cl:16])=[N:14][CH:15]=[C:10]([C:7]2[CH:8]=[CH:9][C:4]3[N:3]=[CH:2][S:1][C:5]=3[CH:6]=2)[CH:11]=1)(=[O:20])[CH3:19]. (3) Given the reactants [CH3:1][CH:2]([CH:6]=[CH2:7])[C:3]([OH:5])=[O:4].[C:8]1([CH2:14]O)[CH:13]=[CH:12][CH:11]=[CH:10][CH:9]=1.C(=NC1CCCCC1)=NC1CCCCC1, predict the reaction product. The product is: [CH3:1][CH:2]([CH:6]=[CH2:7])[C:3]([O:5][CH2:14][C:8]1[CH:13]=[CH:12][CH:11]=[CH:10][CH:9]=1)=[O:4]. (4) Given the reactants [OH-:1].[Na+:2].[Si:3](=[O:5])=[O:4].[OH2:6], predict the reaction product. The product is: [Si:3]([O-:6])([O-:1])([O-:5])[O-:4].[Na+:2].[Na+:2].[Na+:2].[Na+:2]. (5) The product is: [Br:16][C:13]1[CH:14]=[CH:15][C:10]2[N:11]([C:3]([C:4]([O:6][CH2:22][CH3:23])=[O:5])=[CH:7][N:9]=2)[CH:12]=1. Given the reactants [K+].Cl[CH:3]([CH:7]=O)[C:4]([O-:6])=[O:5].[NH2:9][C:10]1[CH:15]=[CH:14][C:13]([Br:16])=[CH:12][N:11]=1.S(=O)(=O)(O)O.[CH2:22](O)[CH3:23], predict the reaction product. (6) Given the reactants [Cl:1][S:2]([N:5]=C=O)(=[O:4])=[O:3].[S:8](Cl)(=[O:11])(=[O:10])[NH2:9].[CH2:13]([O:15][C:16](=[O:29])[CH2:17][NH:18][CH2:19][C:20]1[O:21][C:22]2[CH:28]=[CH:27][CH:26]=[CH:25][C:23]=2[CH:24]=1)[CH3:14].Cl, predict the reaction product. The product is: [S:2]([Cl:1])(=[O:4])(=[O:3])[NH2:5].[CH2:13]([O:15][C:16](=[O:29])[CH2:17][N:18]([CH2:19][C:20]1[O:21][C:22]2[CH:28]=[CH:27][CH:26]=[CH:25][C:23]=2[CH:24]=1)[S:8](=[O:11])(=[O:10])[NH2:9])[CH3:14]. (7) Given the reactants [C:1]([CH2:3][C:4]1[CH:12]=[C:11]([O:13][CH3:14])[C:10]([O:15][CH2:16][CH2:17][O:18][CH3:19])=[CH:9][C:5]=1[C:6](O)=[O:7])#[N:2].[NH2:20][C:21]1[CH:25]=[C:24]([CH3:26])[NH:23][N:22]=1, predict the reaction product. The product is: [CH3:14][O:13][C:11]1[CH:12]=[C:4]2[C:5](=[CH:9][C:10]=1[O:15][CH2:16][CH2:17][O:18][CH3:19])[C:6]([OH:7])=[N:2][C:1]([NH:20][C:21]1[CH:25]=[C:24]([CH3:26])[NH:23][N:22]=1)=[CH:3]2. (8) The product is: [Br:14][C:10]1[CH:9]=[N:8][C:7]([S:4]([CH:1]([CH3:3])[CH3:2])(=[O:6])=[O:5])=[CH:12][N:11]=1. Given the reactants [CH:1]([S:4]([C:7]1[N:8]=[CH:9][C:10](N)=[N:11][CH:12]=1)(=[O:6])=[O:5])([CH3:3])[CH3:2].[BrH:14].BrBr.N([O-])=O.[Na+].C([O-])(O)=O.[Na+], predict the reaction product.